Dataset: Forward reaction prediction with 1.9M reactions from USPTO patents (1976-2016). Task: Predict the product of the given reaction. (1) Given the reactants [I:1][C:2]1[C:10]2[C:5](=[CH:6][CH:7]=[CH:8][CH:9]=2)[NH:4][CH:3]=1.CC([O-])(C)C.[K+].[C:17]1([CH2:23]Br)[CH:22]=[CH:21][CH:20]=[CH:19][CH:18]=1, predict the reaction product. The product is: [CH2:23]([N:4]1[C:5]2[C:10](=[CH:9][CH:8]=[CH:7][CH:6]=2)[C:2]([I:1])=[CH:3]1)[C:17]1[CH:22]=[CH:21][CH:20]=[CH:19][CH:18]=1. (2) The product is: [OH:13][C:5]1[C:4]([N+:1]([O-:3])=[O:2])=[CH:12][CH:11]=[CH:10][C:6]=1[C:7]([N:47]1[CH2:51][CH2:50][C@@H:49]([OH:52])[CH2:48]1)=[O:9]. Given the reactants [N+:1]([C:4]1[CH:12]=[CH:11][CH:10]=[C:6]([C:7]([OH:9])=O)[C:5]=1[OH:13])([O-:3])=[O:2].F[P-](F)(F)(F)(F)F.Br[P+](N1CCCC1)(N1CCCC1)N1CCCC1.C(N(CC)C(C)C)(C)C.[NH:47]1[CH2:51][CH2:50][C@@H:49]([OH:52])[CH2:48]1, predict the reaction product. (3) Given the reactants [F:1][C:2]1[CH:7]=[CH:6][C:5]([C:8](=O)[CH2:9][C:10]([O:12]CC)=O)=[CH:4][CH:3]=1.CC1C=CC(S(O)(=O)=O)=CC=1.[N:27]1[CH:32]=[CH:31][CH:30]=[CH:29][C:28]=1[C:33]1[C:34]([NH2:39])=[N:35][NH:36][C:37]=1[NH2:38], predict the reaction product. The product is: [NH2:39][C:34]1[C:33]([C:28]2[CH:29]=[CH:30][CH:31]=[CH:32][N:27]=2)=[C:37]2[NH:38][C:8]([C:5]3[CH:4]=[CH:3][C:2]([F:1])=[CH:7][CH:6]=3)=[CH:9][C:10](=[O:12])[N:36]2[N:35]=1. (4) Given the reactants [Cl:1][CH2:2][CH2:3][C:4]1[CH:9]=[CH:8][C:7]([N:10]2[C:14]3[CH:15]=[C:16]([CH3:22])[C:17]([C:20]#[N:21])=[C:18]([CH3:19])[C:13]=3[N:12]=[C:11]2[CH2:23][CH3:24])=[CH:6][CH:5]=1.[OH-:25].[Na+], predict the reaction product. The product is: [Cl:1][CH2:2][CH2:3][C:4]1[CH:5]=[CH:6][C:7]([N:10]2[C:14]3[CH:15]=[C:16]([CH3:22])[C:17]([C:20]([NH2:21])=[O:25])=[C:18]([CH3:19])[C:13]=3[N:12]=[C:11]2[CH2:23][CH3:24])=[CH:8][CH:9]=1. (5) Given the reactants [B:1]([O:6][CH3:7])([O:4][CH3:5])[O:2][CH3:3].C(O)(=O)C(C)=C.CC(O)COC(CO)C.COC(COC(COC(CO)C)C)C, predict the reaction product. The product is: [B:1]([OH:6])([OH:4])[OH:2].[B:1]([O:6][CH3:7])([O:4][CH3:5])[O:2][CH3:3]. (6) The product is: [ClH:25].[CH3:20][NH:19][C:18]([C@@H:17]1[CH2:16][C:15]2[C:10](=[CH:11][C:12]([N+:22]([O-:24])=[O:23])=[CH:13][CH:14]=2)[CH2:9][NH:8]1)=[O:21]. Given the reactants C(OC([N:8]1[C@H:17]([C:18](=[O:21])[NH:19][CH3:20])[CH2:16][C:15]2[C:10](=[CH:11][C:12]([N+:22]([O-:24])=[O:23])=[CH:13][CH:14]=2)[CH2:9]1)=O)(C)(C)C.[ClH:25], predict the reaction product. (7) Given the reactants [NH:1]1[C:10]2[C:5](=[CH:6][CH:7]=[CH:8][CH:9]=2)[NH:4][CH2:3][CH2:2]1.[CH2:11]([OH:13])[CH3:12], predict the reaction product. The product is: [C:11]([N:1]1[C:10]2[C:5](=[CH:6][CH:7]=[CH:8][CH:9]=2)[NH:4][CH2:3][CH2:2]1)(=[O:13])[CH3:12].